Dataset: Peptide-MHC class II binding affinity with 134,281 pairs from IEDB. Task: Regression. Given a peptide amino acid sequence and an MHC pseudo amino acid sequence, predict their binding affinity value. This is MHC class II binding data. (1) The peptide sequence is EKKYHAATQFEPLAA. The MHC is HLA-DPA10201-DPB11401 with pseudo-sequence HLA-DPA10201-DPB11401. The binding affinity (normalized) is 0.480. (2) The peptide sequence is VLALGNQEGSLKTAL. The MHC is DRB1_0404 with pseudo-sequence DRB1_0404. The binding affinity (normalized) is 0.674. (3) The peptide sequence is KTQIDQVESTAGSLQ. The MHC is HLA-DQA10501-DQB10201 with pseudo-sequence HLA-DQA10501-DQB10201. The binding affinity (normalized) is 0.264.